This data is from Full USPTO retrosynthesis dataset with 1.9M reactions from patents (1976-2016). The task is: Predict the reactants needed to synthesize the given product. (1) Given the product [Cl:1][C:2]1[CH:11]=[CH:10][CH:9]=[C:8]2[C:3]=1[CH:4]=[CH:5][C:6](=[O:14])[C:7]2=[O:12], predict the reactants needed to synthesize it. The reactants are: [Cl:1][C:2]1[CH:11]=[CH:10][CH:9]=[C:8]2[C:3]=1[CH2:4][CH2:5][CH2:6][C:7]2=[O:12].[Se](=O)=[O:14]. (2) The reactants are: C(O)(C(F)(F)F)=O.[NH2:8][C:9](=[O:43])[CH2:10][C:11]1[CH:42]=[CH:41][CH:40]=[CH:39][C:12]=1[CH2:13][CH2:14][C:15]1[C:20]([CH3:21])=[CH:19][N:18]=[C:17]([NH:22][C:23]2[CH:24]=[N:25][N:26]([CH:28]3[CH2:31][N:30](C(OC(C)(C)C)=O)[CH2:29]3)[CH:27]=2)[N:16]=1. Given the product [NH:30]1[CH2:29][CH:28]([N:26]2[CH:27]=[C:23]([NH:22][C:17]3[N:16]=[C:15]([CH2:14][CH2:13][C:12]4[CH:39]=[CH:40][CH:41]=[CH:42][C:11]=4[CH2:10][C:9]([NH2:8])=[O:43])[C:20]([CH3:21])=[CH:19][N:18]=3)[CH:24]=[N:25]2)[CH2:31]1, predict the reactants needed to synthesize it. (3) Given the product [Cl:1][C:2]1[CH:3]=[C:4]([N:9]2[C:13](=[O:14])[C@@H:12]3[CH2:15][C:16](=[O:18])[CH2:17][N:11]3[C:10]2=[O:19])[CH:5]=[C:6]([Cl:8])[CH:7]=1, predict the reactants needed to synthesize it. The reactants are: [Cl:1][C:2]1[CH:3]=[C:4]([N:9]2[C:13](=[O:14])[C@@H:12]3[CH2:15][C@@H:16]([OH:18])[CH2:17][N:11]3[C:10]2=[O:19])[CH:5]=[C:6]([Cl:8])[CH:7]=1.C1C=C[NH+]=CC=1.C1C=C[NH+]=CC=1.[O-][Cr](O[Cr]([O-])(=O)=O)(=O)=O. (4) Given the product [CH2:1]([N:3]([CH3:22])[C:4]([C:6]1[N:7]([CH3:21])[C:8]([C:11]2[S:19][C:18]3[C:13](=[N:14][CH:15]=[CH:16][C:17]=3[NH:33][C:29]3[CH:30]=[C:31]4[C:26](=[CH:27][CH:28]=3)[NH:25][C:24]([CH3:23])=[CH:32]4)[CH:12]=2)=[CH:9][N:10]=1)=[O:5])[CH3:2], predict the reactants needed to synthesize it. The reactants are: [CH2:1]([N:3]([CH3:22])[C:4]([C:6]1[N:7]([CH3:21])[C:8]([C:11]2[S:19][C:18]3[C:13](=[N:14][CH:15]=[CH:16][C:17]=3Cl)[CH:12]=2)=[CH:9][N:10]=1)=[O:5])[CH3:2].[CH3:23][C:24]1[NH:25][C:26]2[C:31]([CH:32]=1)=[CH:30][C:29]([NH2:33])=[CH:28][CH:27]=2. (5) Given the product [CH2:1]([O:3][C:4](=[O:15])[CH2:5][C:6]1[CH:11]=[C:10]([O:12][CH2:25][CH2:26][O:27][Si:28]([C:31]([CH3:34])([CH3:33])[CH3:32])([CH3:30])[CH3:29])[C:9]([F:13])=[CH:8][C:7]=1[Br:14])[CH3:2], predict the reactants needed to synthesize it. The reactants are: [CH2:1]([O:3][C:4](=[O:15])[CH2:5][C:6]1[CH:11]=[C:10]([OH:12])[C:9]([F:13])=[CH:8][C:7]=1[Br:14])[CH3:2].C(=O)([O-])[O-].[Cs+].[Cs+].[I-].[Na+].Br[CH2:25][CH2:26][O:27][Si:28]([C:31]([CH3:34])([CH3:33])[CH3:32])([CH3:30])[CH3:29]. (6) The reactants are: [Cl:1][C:2]1[CH:8]=[CH:7][C:5]([NH2:6])=[C:4]([N:9]2[CH:13]=[C:12]([CH3:14])[N:11]=[C:10]2[CH:15]2[CH2:20][CH2:19][CH2:18][CH2:17][CH2:16]2)[CH:3]=1.[C:21](N1C=CN=C1)(N1C=CN=C1)=[O:22].O. Given the product [Cl:1][C:2]1[CH:3]=[C:4]2[C:5]([NH:6][C:21](=[O:22])[C:13]3[N:9]2[C:10]([CH:15]2[CH2:16][CH2:17][CH2:18][CH2:19][CH2:20]2)=[N:11][C:12]=3[CH3:14])=[CH:7][CH:8]=1, predict the reactants needed to synthesize it. (7) Given the product [OH:35][CH2:34][CH2:36][NH:37][C:29](=[O:30])[C@H:28]([O:27][C:25]1[CH:24]=[CH:23][CH:22]=[C:21]2[C:26]=1[C:17]([NH:16][C:12]1[CH:11]=[C:10]3[C:15](=[CH:14][CH:13]=1)[N:7]([CH2:6][C:4]1[N:3]=[CH:2][S:1][CH:5]=1)[N:8]=[CH:9]3)=[N:18][CH:19]=[N:20]2)[CH3:33], predict the reactants needed to synthesize it. The reactants are: [S:1]1[CH:5]=[C:4]([CH2:6][N:7]2[C:15]3[C:10](=[CH:11][C:12]([NH:16][C:17]4[C:26]5[C:21](=[CH:22][CH:23]=[CH:24][C:25]=5[O:27][C@H:28]([CH3:33])[C:29](OC)=[O:30])[N:20]=[CH:19][N:18]=4)=[CH:13][CH:14]=3)[CH:9]=[N:8]2)[N:3]=[CH:2]1.[CH2:34]([CH2:36][NH2:37])[OH:35]. (8) Given the product [Br:1][C:2]1[CH:3]=[C:4]([N:8]2[CH:14]=[CH:15][C:16](=[O:17])[C:11]([CH2:10][OH:9])=[N:12]2)[CH:5]=[N:6][CH:7]=1, predict the reactants needed to synthesize it. The reactants are: [Br:1][C:2]1[CH:3]=[C:4]([NH2:8])[CH:5]=[N:6][CH:7]=1.[OH:9][CH2:10][C:11]1[C:16](=[O:17])[CH:15]=[CH:14]N(C2C=NN(C)C=2)[N:12]=1. (9) Given the product [P:2]([O-:8])([O-:6])([O-:4])=[O:3].[CH3:10][N+:11]([CH3:5])([CH3:13])[CH3:12].[CH3:10][N+:11]([CH3:5])([CH3:13])[CH3:12].[CH3:10][N+:11]([CH3:5])([CH3:13])[CH3:12], predict the reactants needed to synthesize it. The reactants are: O.[P:2]([O:8]C)([O:6]C)([O:4][CH3:5])=[O:3].[CH3:10][N:11]([CH3:13])[CH3:12].